From a dataset of Full USPTO retrosynthesis dataset with 1.9M reactions from patents (1976-2016). Predict the reactants needed to synthesize the given product. The reactants are: [CH3:1][C:2]1[N:3]([C:8]2[CH:12]=[C:11]([CH:13]3[CH2:16][O:15][CH2:14]3)[N:10](COCC[Si](C)(C)C)[N:9]=2)[C:4]([CH3:7])=[CH:5][CH:6]=1.CCCC[N+](CCCC)(CCCC)CCCC.[F-]. Given the product [CH3:1][C:2]1[N:3]([C:8]2[CH:12]=[C:11]([CH:13]3[CH2:16][O:15][CH2:14]3)[NH:10][N:9]=2)[C:4]([CH3:7])=[CH:5][CH:6]=1, predict the reactants needed to synthesize it.